Dataset: Catalyst prediction with 721,799 reactions and 888 catalyst types from USPTO. Task: Predict which catalyst facilitates the given reaction. (1) Reactant: O1CCCC1.[S:6]=[C:7]1[NH:12][C:11]2[NH:13][CH:14]=[CH:15][C:10]=2[C:9](=[O:16])[N:8]1[C:17]1[CH:22]=[CH:21][C:20]([O:23][CH2:24][C:25]([F:28])([F:27])[F:26])=[CH:19][CH:18]=1.[H-].[Na+].[F:31][C:32]([F:38])([F:37])S([O-])(=O)=O.[F:31][C:32]([F:38])([F:37])[S+]1C2C=CC=CC=2C2C=CC=CC1=2. Product: [F:26][C:25]([F:28])([F:27])[CH2:24][O:23][C:20]1[CH:19]=[CH:18][C:17]([N:8]2[C:9](=[O:16])[C:10]3[CH:15]=[CH:14][NH:13][C:11]=3[N:12]=[C:7]2[S:6][C:32]([F:38])([F:37])[F:31])=[CH:22][CH:21]=1. The catalyst class is: 13. (2) Reactant: [NH2:1][C:2]1[N:7]=[C:6]([C:8]2[CH:13]=[CH:12][C:11]([CH2:14][CH2:15][CH2:16][C:17]3[N:21]([CH2:22][CH3:23])[C:20](=[O:24])[N:19]([CH2:25][C:26]4[CH:31]=[CH:30][C:29]([C:32]([CH3:35])([CH3:34])[CH3:33])=[CH:28][CH:27]=4)[N:18]=3)=[CH:10][CH:9]=2)[CH:5]=[CH:4][CH:3]=1.[C:36]1([S:42](Cl)(=[O:44])=[O:43])[CH:41]=[CH:40][CH:39]=[CH:38][CH:37]=1. Product: [C:32]([C:29]1[CH:30]=[CH:31][C:26]([CH2:25][N:19]2[C:20](=[O:24])[N:21]([CH2:22][CH3:23])[C:17]([CH2:16][CH2:15][CH2:14][C:11]3[CH:10]=[CH:9][C:8]([C:6]4[N:7]=[C:2]([NH:1][S:42]([C:36]5[CH:41]=[CH:40][CH:39]=[CH:38][CH:37]=5)(=[O:44])=[O:43])[CH:3]=[CH:4][CH:5]=4)=[CH:13][CH:12]=3)=[N:18]2)=[CH:27][CH:28]=1)([CH3:34])([CH3:33])[CH3:35]. The catalyst class is: 17. (3) Reactant: C[O-].[Na+].C([O:7][CH:8]1[CH:13]([O:14]C(=O)C)[CH:12]([O:18]C(=O)C)[CH:11]([CH2:22][O:23]C(=O)C)[O:10][CH:9]1[O:27][C:28]1[CH:32]=[CH:31][S:30][C:29]=1[CH2:33][C:34]1[CH:39]=[CH:38][C:37]([O:40][CH3:41])=[CH:36][CH:35]=1)(=O)C.CO. Product: [OH:23][CH2:22][CH:11]1[CH:12]([OH:18])[CH:13]([OH:14])[CH:8]([OH:7])[CH:9]([O:27][C:28]2[CH:32]=[CH:31][S:30][C:29]=2[CH2:33][C:34]2[CH:35]=[CH:36][C:37]([O:40][CH3:41])=[CH:38][CH:39]=2)[O:10]1. The catalyst class is: 15. (4) The catalyst class is: 19. Product: [F:1][C:2]([F:7])([F:6])[C:3]([OH:5])=[O:4].[CH:8]1([CH:13]([N:18]2[CH:22]=[C:21]([C:23]3[C:24]4[CH:31]=[CH:30][NH:29][C:25]=4[N:26]=[CH:27][N:28]=3)[CH:20]=[N:19]2)[CH2:14][CH2:15][CH3:16])[CH2:12][CH2:11][CH2:10][CH2:9]1. Reactant: [F:1][C:2]([F:7])([F:6])[C:3]([OH:5])=[O:4].[CH:8]1([CH:13]([N:18]2[CH:22]=[C:21]([C:23]3[C:24]4[CH:31]=[CH:30][NH:29][C:25]=4[N:26]=[CH:27][N:28]=3)[CH:20]=[N:19]2)[CH2:14][CH:15]2C[CH2:16]2)[CH2:12][CH2:11][CH2:10][CH2:9]1.[H][H]. (5) Reactant: [CH:1]([N:4]1[CH2:9][CH2:8][CH:7]([OH:10])[CH2:6][CH2:5]1)([CH3:3])[CH3:2].C(N(CC)CC)C.[S:18](Cl)([CH3:21])(=[O:20])=[O:19]. Product: [CH:1]([N:4]1[CH2:9][CH2:8][CH:7]([O:10][S:18]([CH3:21])(=[O:20])=[O:19])[CH2:6][CH2:5]1)([CH3:3])[CH3:2]. The catalyst class is: 2. (6) Reactant: [C:1]([CH:5]1[CH2:10][CH:9]([CH2:11][CH2:12][N:13]2[C:17]3=[CH:18][N:19]=[C:20]([NH2:23])[C:21](Br)=[C:16]3[CH:15]=[CH:14]2)[CH2:8][CH2:7][N:6]1[C:24]([NH2:26])=[O:25])([CH3:4])([CH3:3])[CH3:2].[O:27]1[C:31]2[CH:32]=[CH:33][CH:34]=[CH:35][C:30]=2[CH:29]=[C:28]1B(O)O.C(=O)([O-])[O-].[K+].[K+]. Product: [C:1]([CH:5]1[CH2:10][CH:9]([CH2:11][CH2:12][N:13]2[C:17]3=[CH:18][N:19]=[C:20]([NH2:23])[CH:21]=[C:16]3[CH:15]=[C:14]2[C:28]2[O:27][C:31]3=[CH:32][CH:33]=[CH:34][C:35]3=[CH:30][CH:29]=2)[CH2:8][CH2:7][N:6]1[C:24]([NH2:26])=[O:25])([CH3:4])([CH3:3])[CH3:2]. The catalyst class is: 117. (7) Reactant: [F:1][C:2]1[CH:7]=[CH:6][CH:5]=[CH:4][C:3]=1/[CH:8]=[CH:9]/[C:10](Cl)=[O:11].[OH:13][N:14]1[C:19](=[O:20])[CH2:18][CH2:17][C:15]1=[O:16].C(N(CC)CC)C. Product: [F:1][C:2]1[CH:7]=[CH:6][CH:5]=[CH:4][C:3]=1/[CH:8]=[CH:9]/[C:10]([O:13][N:14]1[C:19](=[O:20])[CH2:18][CH2:17][C:15]1=[O:16])=[O:11]. The catalyst class is: 2. (8) Reactant: Cl[C:2]1[C:11]2[C:6](=[C:7]([C:12]3[CH:16]=[CH:15][S:14][CH:13]=3)[CH:8]=[CH:9][CH:10]=2)[CH:5]=[CH:4][N:3]=1.[CH3:17][C:18]1[C:23]([O:24][C:25]2[N:30]=[CH:29][C:28]([NH2:31])=[CH:27][CH:26]=2)=[CH:22][CH:21]=[CH:20][N:19]=1.C(=O)([O-])[O-].[K+].[K+]. Product: [CH3:17][C:18]1[C:23]([O:24][C:25]2[N:30]=[CH:29][C:28]([NH:31][C:2]3[C:11]4[C:6](=[C:7]([C:12]5[CH:16]=[CH:15][S:14][CH:13]=5)[CH:8]=[CH:9][CH:10]=4)[CH:5]=[CH:4][N:3]=3)=[CH:27][CH:26]=2)=[CH:22][CH:21]=[CH:20][N:19]=1. The catalyst class is: 4.